This data is from Forward reaction prediction with 1.9M reactions from USPTO patents (1976-2016). The task is: Predict the product of the given reaction. (1) Given the reactants Cl.C[O:3][C:4](=[O:43])[C@@H:5]([NH:21][C:22]([C:24]1[C:25]([CH3:42])=[N:26][C:27]([NH:31][CH2:32][CH2:33][CH2:34][C:35]2[CH:40]=[CH:39][CH:38]=[C:37]([OH:41])[CH:36]=2)=[N:28][C:29]=1[CH3:30])=[O:23])[CH2:6][NH:7][C:8](=[O:20])[C:9]1[CH:14]=[CH:13][CH:12]=[C:11]([O:15][CH2:16][CH2:17][CH2:18][NH2:19])[CH:10]=1.[OH-].[Na+].Cl, predict the reaction product. The product is: [NH2:19][CH2:18][CH2:17][CH2:16][O:15][C:11]1[CH:10]=[C:9]([CH:14]=[CH:13][CH:12]=1)[C:8]([NH:7][CH2:6][C@H:5]([NH:21][C:22]([C:24]1[C:25]([CH3:42])=[N:26][C:27]([NH:31][CH2:32][CH2:33][CH2:34][C:35]2[CH:40]=[CH:39][CH:38]=[C:37]([OH:41])[CH:36]=2)=[N:28][C:29]=1[CH3:30])=[O:23])[C:4]([OH:43])=[O:3])=[O:20]. (2) Given the reactants C[O:2][C:3]1[CH:8]=[CH:7][C:6]2[C:9]3[N:10]([CH2:21][CH2:22][CH2:23][CH2:24][CH2:25][N:26]4[CH2:30][CH2:29][CH2:28][CH2:27]4)[C:11]4[C:16]([C:17]=3[CH2:18][CH2:19][S:20][C:5]=2[CH:4]=1)=[CH:15][CH:14]=[CH:13][CH:12]=4, predict the reaction product. The product is: [OH:2][C:3]1[CH:8]=[CH:7][C:6]2[C:9]3[N:10]([CH2:21][CH2:22][CH2:23][CH2:24][CH2:25][N:26]4[CH2:30][CH2:29][CH2:28][CH2:27]4)[C:11]4[C:16]([C:17]=3[CH2:18][CH2:19][S:20][C:5]=2[CH:4]=1)=[CH:15][CH:14]=[CH:13][CH:12]=4. (3) Given the reactants C(OCC)(=O)C.C[O:8][C:9](=[O:35])[C:10]1[CH:15]=[CH:14][C:13]([C:16]([C:18]2[C:27]([CH2:28][CH2:29][CH3:30])=[CH:26][C:25]3[C:24]([CH3:32])([CH3:31])[CH2:23][CH2:22][C:21]([CH3:34])([CH3:33])[C:20]=3[CH:19]=2)=[O:17])=[CH:12][CH:11]=1, predict the reaction product. The product is: [CH2:28]([C:27]1[C:18]([C:16]([C:13]2[CH:12]=[CH:11][C:10]([C:9]([OH:35])=[O:8])=[CH:15][CH:14]=2)=[O:17])=[CH:19][C:20]2[C:21]([CH3:34])([CH3:33])[CH2:22][CH2:23][C:24]([CH3:31])([CH3:32])[C:25]=2[CH:26]=1)[CH2:29][CH3:30].